Dataset: Merck oncology drug combination screen with 23,052 pairs across 39 cell lines. Task: Regression. Given two drug SMILES strings and cell line genomic features, predict the synergy score measuring deviation from expected non-interaction effect. Drug 1: O=c1[nH]cc(F)c(=O)[nH]1. Drug 2: CNC(=O)c1cc(Oc2ccc(NC(=O)Nc3ccc(Cl)c(C(F)(F)F)c3)cc2)ccn1. Cell line: RPMI7951. Synergy scores: synergy=-5.04.